This data is from Forward reaction prediction with 1.9M reactions from USPTO patents (1976-2016). The task is: Predict the product of the given reaction. Given the reactants OC1C(=O)NN=C(CCC2C=CC=CC=2)C=1.C([O:24][C:25]1[N:26]=[N:27][C:28]([CH2:39][C:40]2[CH:45]=[CH:44][CH:43]=[CH:42][C:41]=2[Cl:46])=[CH:29][C:30]=1[O:31]CC1C=CC=CC=1)C1C=CC=CC=1, predict the reaction product. The product is: [Cl:46][C:41]1[CH:42]=[CH:43][CH:44]=[CH:45][C:40]=1[CH2:39][C:28]1[CH:29]=[C:30]([OH:31])[C:25](=[O:24])[NH:26][N:27]=1.